Dataset: Full USPTO retrosynthesis dataset with 1.9M reactions from patents (1976-2016). Task: Predict the reactants needed to synthesize the given product. The reactants are: [NH:1]1[C:9]2[C:4](=[CH:5][CH:6]=[CH:7][CH:8]=2)[CH:3]=[C:2]1[C:10]([O:12]CC)=[O:11].[OH-].[Li+]. Given the product [NH:1]1[C:9]2[C:4](=[CH:5][CH:6]=[CH:7][CH:8]=2)[CH:3]=[C:2]1[C:10]([OH:12])=[O:11], predict the reactants needed to synthesize it.